From a dataset of Catalyst prediction with 721,799 reactions and 888 catalyst types from USPTO. Predict which catalyst facilitates the given reaction. (1) Reactant: Cl[S:2]([C:5]1[CH:6]=[C:7]([CH:11]=[CH:12][CH:13]=1)[C:8]([OH:10])=[O:9])(=[O:4])=[O:3].C(N(C(C)C)CC)(C)C.[NH:23]1[CH2:28][CH2:27][O:26][CH2:25][CH2:24]1. The catalyst class is: 4. Product: [N:23]1([S:2]([C:5]2[CH:6]=[C:7]([CH:11]=[CH:12][CH:13]=2)[C:8]([OH:10])=[O:9])(=[O:4])=[O:3])[CH2:28][CH2:27][O:26][CH2:25][CH2:24]1. (2) Reactant: [CH2:1]([CH:3]1[C:8]([C:9]2[CH:24]=[CH:23][C:12]3[N:13]=[C:14]([C:16]4[CH:21]=[CH:20][C:19]([OH:22])=[CH:18][CH:17]=4)[O:15][C:11]=3[CH:10]=2)=[N:7][NH:6][C:5](=[O:25])[CH2:4]1)[CH3:2].Cl[CH2:27][CH:28]([N:30]1[CH2:34][CH2:33][CH2:32][CH2:31]1)[CH3:29].Cl.C(=O)([O-])[O-].[K+].[K+]. Product: [CH2:1]([CH:3]1[C:8]([C:9]2[CH:24]=[CH:23][C:12]3[N:13]=[C:14]([C:16]4[CH:21]=[CH:20][C:19]([O:22][CH2:27][CH:28]([N:30]5[CH2:34][CH2:33][CH2:32][CH2:31]5)[CH3:29])=[CH:18][CH:17]=4)[O:15][C:11]=3[CH:10]=2)=[N:7][NH:6][C:5](=[O:25])[CH2:4]1)[CH3:2]. The catalyst class is: 3. (3) Reactant: Cl.[F:2][C:3]1[CH:8]=[CH:7][C:6]([CH:9]2[CH2:14][CH2:13][N:12]([C:15]([C:17]3[C:21]4[CH2:22][NH:23][CH2:24][CH2:25][C:20]=4[NH:19][N:18]=3)=[O:16])[CH2:11][CH2:10]2)=[C:5]([C:26]([F:29])([F:28])[F:27])[CH:4]=1.C(N(C(C)C)CC)(C)C.[CH3:39][S:40](Cl)(=[O:42])=[O:41]. Product: [F:2][C:3]1[CH:8]=[CH:7][C:6]([CH:9]2[CH2:14][CH2:13][N:12]([C:15]([C:17]3[C:21]4[CH2:22][N:23]([S:40]([CH3:39])(=[O:42])=[O:41])[CH2:24][CH2:25][C:20]=4[NH:19][N:18]=3)=[O:16])[CH2:11][CH2:10]2)=[C:5]([C:26]([F:29])([F:27])[F:28])[CH:4]=1. The catalyst class is: 3. (4) Reactant: [C:1]([O:5][C:6]([NH:8][C:9]1[CH:10]=[C:11]([CH:14]=[CH:15][CH:16]=1)[CH:12]=[O:13])=[O:7])(C)(C)[CH3:2].[H-].[Na+].BrCCO.C(OCC)(=O)C. Product: [O:7]=[C:6]1[N:8]([C:9]2[CH:10]=[C:11]([CH:14]=[CH:15][CH:16]=2)[CH:12]=[O:13])[CH2:2][CH2:1][O:5]1. The catalyst class is: 9. (5) Reactant: [F:1][C:2]([F:30])([F:29])[C@H:3]1[CH2:8][CH2:7][C@H:6]([NH:9][C:10](=[O:28])[C:11]2[CH:16]=[C:15]([N+:17]([O-:19])=[O:18])[C:14]([NH:20][CH3:21])=[CH:13][C:12]=2[N:22]([CH3:27])[CH2:23][C:24]([NH2:26])=O)[CH2:5][CH2:4]1.CC[N+](S(N=C(OC)[O-])(=O)=O)(CC)CC.C(Cl)Cl.C1COCC1. Product: [F:1][C:2]([F:29])([F:30])[C@H:3]1[CH2:8][CH2:7][C@H:6]([NH:9][C:10](=[O:28])[C:11]2[CH:16]=[C:15]([N+:17]([O-:19])=[O:18])[C:14]([NH:20][CH3:21])=[CH:13][C:12]=2[N:22]([CH3:27])[CH2:23][C:24]#[N:26])[CH2:5][CH2:4]1. The catalyst class is: 250.